This data is from Reaction yield outcomes from USPTO patents with 853,638 reactions. The task is: Predict the reaction yield, written as a fraction of the theoretical maximum amount of product (1.0 means a 100% yield; for example, 0.34 means a 34% yield). (1) The reactants are [NH2:1][C:2]1[C:11]2[C:6](=[CH:7][CH:8]=[CH:9][CH:10]=2)[CH:5]=[CH:4][C:3]=1[C:12]([OH:21])([C:17]([F:20])([F:19])[F:18])[C:13]([F:16])([F:15])[F:14].[F:22][C:23]([F:34])([F:33])[C:24]1[CH:32]=[CH:31][C:27]([C:28](Cl)=[O:29])=[CH:26][CH:25]=1. No catalyst specified. The product is [F:20][C:17]([F:18])([F:19])[C:12]([C:3]1[CH:4]=[CH:5][C:6]2[C:11](=[CH:10][CH:9]=[CH:8][CH:7]=2)[C:2]=1[NH:1][C:28](=[O:29])[C:27]1[CH:31]=[CH:32][C:24]([C:23]([F:22])([F:33])[F:34])=[CH:25][CH:26]=1)([OH:21])[C:13]([F:14])([F:15])[F:16]. The yield is 0.250. (2) The reactants are [F:1][C:2]1[CH:7]=[C:6]([F:8])[CH:5]=[CH:4][C:3]=1[NH:9][C:10]1[O:11][CH2:12][C:13](=[O:20])[C:14]=1[C:15]([O:17][CH2:18][CH3:19])=[O:16].[NH:21]1[C:29]2[C:24](=[CH:25][CH:26]=[CH:27][N:28]=2)[C:23]([CH:30]=O)=[CH:22]1.C(O)C.[OH-].[Na+]. The catalyst is CC(O)C.Cl. The product is [NH:21]1[C:29]2=[N:28][CH:27]=[CH:26][CH:25]=[C:24]2[C:23]([CH:30]=[C:12]2[O:11][C:10]([NH:9][C:3]3[CH:4]=[CH:5][C:6]([F:8])=[CH:7][C:2]=3[F:1])=[C:14]([C:15]([O:17][CH2:18][CH3:19])=[O:16])[C:13]2=[O:20])=[CH:22]1. The yield is 0.690. (3) The reactants are [Cl:1][C:2]1[C:13]([CH3:14])=[CH:12][C:5]2[B:6]([OH:11])[O:7][C:8]([CH3:10])([CH3:9])[C:4]=2[CH:3]=1.C(OOC(=O)C1C=CC=CC=1)(=[O:22])C1C=CC=CC=1.C1C(=O)N(Br)C(=O)C1.C([O-])([O-])=O.[Na+].[Na+].Cl. The catalyst is C(Cl)(Cl)(Cl)Cl. The product is [Cl:1][C:2]1[C:13]([CH:14]=[O:22])=[CH:12][C:5]2[B:6]([OH:11])[O:7][C:8]([CH3:10])([CH3:9])[C:4]=2[CH:3]=1. The yield is 0.538. (4) The reactants are [C:1]1([S:7]([C:10]2[CH:11]=[C:12]3[C:17](=[CH:18][CH:19]=2)[CH:16]([CH2:20][NH2:21])[CH2:15][CH2:14][CH2:13]3)(=[O:9])=[O:8])[CH:6]=[CH:5][CH:4]=[CH:3][CH:2]=1.I.CS[C:25]1[NH:26][CH2:27][CH2:28][N:29]=1. The catalyst is C(Cl)Cl. The product is [C:1]1([S:7]([C:10]2[CH:11]=[C:12]3[C:17](=[CH:18][CH:19]=2)[CH:16]([CH2:20][NH:21][C:25]2[NH:29][CH2:28][CH2:27][N:26]=2)[CH2:15][CH2:14][CH2:13]3)(=[O:9])=[O:8])[CH:2]=[CH:3][CH:4]=[CH:5][CH:6]=1. The yield is 0.470. (5) The reactants are [CH3:1][O:2][C:3]1[CH:4]=[C:5]2[C:10](=[CH:11][CH:12]=1)[CH:9]=[C:8]([OH:13])[CH:7]=[CH:6]2.CN(C)C=O.[Br:19]N1C(=O)CCC1=O. The catalyst is O. The product is [Br:19][C:9]1[C:10]2[C:5](=[CH:4][C:3]([O:2][CH3:1])=[CH:12][CH:11]=2)[CH:6]=[CH:7][C:8]=1[OH:13]. The yield is 0.870. (6) The reactants are [CH3:1][C:2]1[CH:7]=[C:6]([CH3:8])[CH:5]=[C:4]([CH3:9])[C:3]=1[NH:10][C:11]([C:13]1[S:17][C:16]([NH:18]C(=O)OC(C)(C)C)=[N:15][C:14]=1[CH3:26])=[O:12]. The catalyst is FC(F)(F)C(O)=O. The product is [NH2:18][C:16]1[S:17][C:13]([C:11]([NH:10][C:3]2[C:4]([CH3:9])=[CH:5][C:6]([CH3:8])=[CH:7][C:2]=2[CH3:1])=[O:12])=[C:14]([CH3:26])[N:15]=1. The yield is 0.910. (7) The reactants are N[C:2]1[N:7]=[CH:6][C:5]([O:8][C:9]2[CH:14]=[CH:13][N:12]=[C:11]3[CH:15]=[C:16]([C:18]4[CH:27]=[CH:26][C:21]([C:22]([NH:24][CH3:25])=[O:23])=[CH:20][CH:19]=4)[S:17][C:10]=23)=[CH:4][CH:3]=1.[F:28][C:29]1[CH:34]=[CH:33][C:32]([NH:35][C:36]([C:38]2([C:41](F)=[O:42])[CH2:40][CH2:39]2)=[O:37])=[CH:31][CH:30]=1.CC#[N:46]. No catalyst specified. The product is [F:28][C:29]1[CH:34]=[CH:33][C:32]([N:35]([C:2]2[CH:3]=[CH:4][C:5]([O:8][C:9]3[CH:14]=[CH:13][N:12]=[C:11]4[CH:15]=[C:16]([C:18]5[CH:27]=[CH:26][C:21]([C:22](=[O:23])[NH:24][CH3:25])=[CH:20][CH:19]=5)[S:17][C:10]=34)=[CH:6][N:7]=2)[C:36]([C:38]2([C:41]([NH2:46])=[O:42])[CH2:40][CH2:39]2)=[O:37])=[CH:31][CH:30]=1. The yield is 0.110.